From a dataset of Peptide-MHC class I binding affinity with 185,985 pairs from IEDB/IMGT. Regression. Given a peptide amino acid sequence and an MHC pseudo amino acid sequence, predict their binding affinity value. This is MHC class I binding data. (1) The peptide sequence is AATIRVLAL. The MHC is HLA-B35:01 with pseudo-sequence HLA-B35:01. The binding affinity (normalized) is 0.0847. (2) The peptide sequence is HEVHAVWPG. The MHC is HLA-B57:01 with pseudo-sequence HLA-B57:01. The binding affinity (normalized) is 0.0847. (3) The peptide sequence is WTVNDIQKL. The MHC is HLA-B27:05 with pseudo-sequence HLA-B27:05. The binding affinity (normalized) is 0.